This data is from Catalyst prediction with 721,799 reactions and 888 catalyst types from USPTO. The task is: Predict which catalyst facilitates the given reaction. (1) Reactant: [NH2:1][C:2]1[CH:3]=[N:4][C:5]2[C:10]([CH:11]=1)=[CH:9][CH:8]=[CH:7][CH:6]=2.Cl[C:13]([O:15][C:16]1[CH:21]=[CH:20][CH:19]=[CH:18][CH:17]=1)=[O:14]. Product: [N:4]1[C:5]2[C:10](=[CH:9][CH:8]=[CH:7][CH:6]=2)[CH:11]=[C:2]([NH:1][C:13](=[O:14])[O:15][C:16]2[CH:21]=[CH:20][CH:19]=[CH:18][CH:17]=2)[CH:3]=1. The catalyst class is: 112. (2) The catalyst class is: 13. Product: [CH3:27][O:26][CH2:25][C:21]1[CH:20]=[C:19]([C:17]2[C:16]3[CH2:15][CH2:14][CH2:13][CH2:12][C:11]=3[N:10]=[C:9]([O:8][CH2:7][C:2]3[CH:3]=[CH:4][CH:5]=[CH:6][N:1]=3)[CH:18]=2)[CH:24]=[N:23][CH:22]=1. Reactant: [N:1]1[CH:6]=[CH:5][CH:4]=[CH:3][C:2]=1[CH2:7][O:8][C:9]1[CH:18]=[C:17]([C:19]2[CH:20]=[C:21]([CH2:25][OH:26])[CH:22]=[N:23][CH:24]=2)[C:16]2[CH2:15][CH2:14][CH2:13][CH2:12][C:11]=2[N:10]=1.[CH2:27]1COCC1.[H-].[Na+].CI.